Predict the reaction yield, written as a fraction of the theoretical maximum amount of product (1.0 means a 100% yield; for example, 0.34 means a 34% yield). From a dataset of Reaction yield outcomes from USPTO patents with 853,638 reactions. (1) The reactants are [C:1]([O:5][C:6]([NH:8][C@@H:9]([CH2:13][CH3:14])[C:10](O)=O)=[O:7])([CH3:4])([CH3:3])[CH3:2].CCN(C(C)C)C(C)C.[OH2:24].[CH2:25]([NH2:29])[CH:26]([CH3:28])[CH3:27].CCN=C=NCCCN(C)C.Cl. The catalyst is C(Cl)Cl.C1C=CC2N(O)N=NC=2C=1. The product is [CH2:25]([NH:29][CH2:10][C@@H:9]([NH:8][C:6](=[O:7])[O:5][C:1]([CH3:4])([CH3:3])[CH3:2])[CH2:13][CH:14]=[O:24])[CH:26]([CH3:28])[CH3:27]. The yield is 0.860. (2) The reactants are [F:1][C:2]1[CH:3]=[C:4]([CH:14]([CH3:20])[C:15]([O:17]CC)=[O:16])[CH:5]=[CH:6][C:7]=1[CH2:8][NH:9][S:10]([CH3:13])(=[O:12])=[O:11].[OH-].[Li+]. The catalyst is O1CCCC1.O. The product is [F:1][C:2]1[CH:3]=[C:4]([CH:14]([CH3:20])[C:15]([OH:17])=[O:16])[CH:5]=[CH:6][C:7]=1[CH2:8][NH:9][S:10]([CH3:13])(=[O:11])=[O:12]. The yield is 0.860. (3) The reactants are [C:1]([C:5]1[CH:10]=[CH:9][C:8]([CH:11]2[CH2:16][CH:15]([C:17]([O:19]C)=[O:18])[CH2:14][CH2:13][N:12]2[C:21]([O:23][CH3:24])=[O:22])=[CH:7][CH:6]=1)([CH3:4])([CH3:3])[CH3:2].[Br-].[Li+].C(N(CC)CC)C.O. The catalyst is CC#N. The yield is 0.910. The product is [C:1]([C:5]1[CH:10]=[CH:9][C:8]([CH:11]2[CH2:16][CH:15]([C:17]([OH:19])=[O:18])[CH2:14][CH2:13][N:12]2[C:21]([O:23][CH3:24])=[O:22])=[CH:7][CH:6]=1)([CH3:4])([CH3:2])[CH3:3]. (4) The reactants are Br[C:2]1[N:7]2[N:8]=[CH:9][N:10]=[C:6]2[C:5]([NH:11][C:12]2[CH:17]=[CH:16][C:15]([N:18]3[CH2:23][CH2:22][N:21]([CH3:24])[CH2:20][CH2:19]3)=[CH:14][CH:13]=2)=[N:4][CH:3]=1.[CH3:25][O:26][C:27]1[CH:32]=[C:31](B(O)O)[CH:30]=[CH:29][N:28]=1.C([O-])([O-])=O.[Na+].[Na+]. The catalyst is C1C=CC([P]([Pd]([P](C2C=CC=CC=2)(C2C=CC=CC=2)C2C=CC=CC=2)([P](C2C=CC=CC=2)(C2C=CC=CC=2)C2C=CC=CC=2)[P](C2C=CC=CC=2)(C2C=CC=CC=2)C2C=CC=CC=2)(C2C=CC=CC=2)C2C=CC=CC=2)=CC=1.CN(C=O)C.O1CCOCC1. The product is [CH3:25][O:26][C:27]1[CH:32]=[C:31]([C:2]2[N:7]3[N:8]=[CH:9][N:10]=[C:6]3[C:5]([NH:11][C:12]3[CH:17]=[CH:16][C:15]([N:18]4[CH2:23][CH2:22][N:21]([CH3:24])[CH2:20][CH2:19]4)=[CH:14][CH:13]=3)=[N:4][CH:3]=2)[CH:30]=[CH:29][N:28]=1. The yield is 0.470. (5) The reactants are [Cl:1][C:2]1[CH:7]=[CH:6][C:5]2[C:8]3([O:23][C:24](=[O:25])[C:4]=2[CH:3]=1)[C:13]1[CH:14]=[C:15]([C:17]2[CH:22]=[CH:21][N:20]=[CH:19][CH:18]=2)[S:16][C:12]=1[CH2:11][CH2:10][CH2:9]3.[O:26]1CCOCC1.S(OOS([O-])(=O)=O)([O-])(=O)=O.[K+].[K+].CC1C=C(C)N=C(C)C=1. The catalyst is O.CCOC(C)=O.O.O.O.O.O.S([O-])([O-])(=O)=O.[Cu+2].C(#N)C. The product is [Cl:1][C:2]1[CH:7]=[CH:6][C:5]2[C:8]3([O:23][C:24](=[O:25])[C:4]=2[CH:3]=1)[C:13]1[CH:14]=[C:15]([C:17]2[CH:22]=[CH:21][N:20]=[CH:19][CH:18]=2)[S:16][C:12]=1[C:11](=[O:26])[CH2:10][CH2:9]3. The yield is 0.0300. (6) The reactants are [CH3:1][C:2]1[CH:23]=[CH:22][CH:21]=[C:20]([CH3:24])[C:3]=1[CH2:4][NH:5][C:6]1[C:14]2[N:13]=[C:12]([CH3:15])[N:11]([CH3:16])[C:10]=2[CH:9]=[C:8]([C:17](O)=[O:18])[CH:7]=1.[NH2:25][NH2:26]. The catalyst is O1CCCC1.CN(C)C=O. The product is [CH3:1][C:2]1[CH:23]=[CH:22][CH:21]=[C:20]([CH3:24])[C:3]=1[CH2:4][NH:5][C:6]1[C:14]2[N:13]=[C:12]([CH3:15])[N:11]([CH3:16])[C:10]=2[CH:9]=[C:8]([C:17]([NH:25][NH2:26])=[O:18])[CH:7]=1. The yield is 0.850. (7) The reactants are [NH2:1][CH2:2][CH2:3][CH2:4][CH2:5][C:6]1[CH:7]=[C:8]2[C:13](=[CH:14][CH:15]=1)[CH:12]=[C:11]([O:16][CH2:17][CH2:18][CH2:19][NH:20][C:21](=[O:27])[O:22][C:23]([CH3:26])([CH3:25])[CH3:24])[CH:10]=[CH:9]2.[NH2:28][C:29]1[C:30]([C:37]([NH:39][C:40](SC)=[NH:41])=[O:38])=[N:31][C:32]([Cl:36])=[C:33]([NH2:35])[N:34]=1.CCN(C(C)C)C(C)C. The catalyst is CCO. The product is [NH2:28][C:29]1[C:30]([C:37]([NH:39][C:40](=[NH:41])[NH:1][CH2:2][CH2:3][CH2:4][CH2:5][C:6]2[CH:7]=[C:8]3[C:13](=[CH:14][CH:15]=2)[CH:12]=[C:11]([O:16][CH2:17][CH2:18][CH2:19][NH:20][C:21](=[O:27])[O:22][C:23]([CH3:24])([CH3:26])[CH3:25])[CH:10]=[CH:9]3)=[O:38])=[N:31][C:32]([Cl:36])=[C:33]([NH2:35])[N:34]=1. The yield is 0.840.